This data is from Full USPTO retrosynthesis dataset with 1.9M reactions from patents (1976-2016). The task is: Predict the reactants needed to synthesize the given product. (1) Given the product [CH2:1]([S:8][C:9]1[N:10]=[CH:11][C:12]2[CH:18]=[C:17]([C:19]3[CH:24]=[CH:23][CH:22]=[CH:21][CH:20]=3)[C:16]([Cl:28])=[N:15][C:13]=2[N:14]=1)[C:2]1[CH:7]=[CH:6][CH:5]=[CH:4][CH:3]=1, predict the reactants needed to synthesize it. The reactants are: [CH2:1]([S:8][C:9]1[N:10]=[CH:11][C:12]2[CH:18]=[C:17]([C:19]3[CH:24]=[CH:23][CH:22]=[CH:21][CH:20]=3)[C:16](=O)[NH:15][C:13]=2[N:14]=1)[C:2]1[CH:7]=[CH:6][CH:5]=[CH:4][CH:3]=1.P(Cl)(Cl)([Cl:28])=O. (2) The reactants are: [CH3:1][N:2](C(ON1N=NC2C=CC=NC1=2)=[N+](C)C)[CH3:3].F[P-](F)(F)(F)(F)F.C(OC(N[C:33]1[N:38]=[C:37]([CH3:39])[C:36]([CH2:40][NH:41][C:42]2[C:43]3[C:44](=[N:48][N:49]([CH2:51][C:52]4[CH:66]=[CH:65][C:55]([CH2:56][N:57]5[CH:61]=[CH:60][C:59]([C:62](O)=[O:63])=[N:58]5)=[CH:54][CH:53]=4)[CH:50]=3)[N:45]=[CH:46][N:47]=2)=[C:35]([CH3:67])[CH:34]=1)=O)(C)(C)C.C[NH:69]C.CCN(C(C)C)C(C)C. Given the product [NH2:69][C:33]1[N:38]=[C:37]([CH3:39])[C:36]([CH2:40][NH:41][C:42]2[C:43]3[C:44](=[N:48][N:49]([CH2:51][C:52]4[CH:53]=[CH:54][C:55]([CH2:56][N:57]5[CH:61]=[CH:60][C:59]([C:62]([N:2]([CH3:3])[CH3:1])=[O:63])=[N:58]5)=[CH:65][CH:66]=4)[CH:50]=3)[N:45]=[CH:46][N:47]=2)=[C:35]([CH3:67])[CH:34]=1, predict the reactants needed to synthesize it.